Dataset: Experimentally validated miRNA-target interactions with 360,000+ pairs, plus equal number of negative samples. Task: Binary Classification. Given a miRNA mature sequence and a target amino acid sequence, predict their likelihood of interaction. (1) The miRNA is hsa-miR-23b-5p with sequence UGGGUUCCUGGCAUGCUGAUUU. The protein sequence of the target gene is MSHQFSSQSAFSSMSRRVYSTSSSAGSGGGSPAVGSVCYARGRCGGGGYGIHGRGFGSRSLYNLGGSRSISINLMGRSTSGFCQGGGVGGFGGGRGFGVGSTGAGGFGGGGFGGAGFGTSNFGLGGFGPYCPPGGIQEVTINQSLLEPLHLEVDPEIQRIKTQEREQIMVLNNKFASFIDKVRFLEQQNQVLQTKWELLQQVNTSTGTNNLEPLLENYIGDLRRQVDLLSAEQMRQNAEVRSMQDVVEDYKSKYEDEINKRTGSENDFVVLKKDVDAAYVSKVDLESRVDTLTGEVNFLK.... Result: 0 (no interaction). (2) The miRNA is hsa-miR-5000-3p with sequence UCAGGACACUUCUGAACUUGGA. The protein sequence of the target gene is MGLLDPSQKEVLRFAVNCRILTLVLQALFNLIIPDHHADAFCPPRLAPSGSADQLVEGLLGGLSRWDAEHFLFIAEHGYLYEHNFAFFPGFPLALLMGTELLRPLQGLLSQRSCLLVSVALLNLLFSVLAAVALHDLGCLVLHCPRQALCAALLFCISPANVFLAAGYSEALFAFLTFSAMGQLERGRGWASGLLFALAAGVRSNGLVSLGFLLHSQCRGFCSSLAVLSPWKPLVKLMASVCLSVLIVSLPFALFQYRAYIQFCSPGSAPSIPEPLLQLAADKGYRLAGENAPPWCSWDL.... Result: 0 (no interaction). (3) The miRNA is hsa-miR-4781-3p with sequence AAUGUUGGAAUCCUCGCUAGAG. The protein sequence of the target gene is MIAHKQKKAKKKRVWASGQPSAAITTSEMGLKSVSSSSSFDPEYIKELVNDVRKFSHMLLYLKEAILSDCFKEVIHIRLDELLRVLKSILSKHQNLSSVDLQSAAEVLTAKVKAVNFTEVNEENKNDIFREVFSSIETLAFTFGNILTNFLMGDVGSDSILRLPISRESKSFENISVDSVDLPHEKGNFSPIELDNLLLKNTDSIELALSYAKTWSKYTKNIVSWVEKKLNLELESTRNIVKLAEATRSSIGIQEFMPLQSLFTNALLSDIHSSHLLQQTIAALQANKFVQPLLGRKNEM.... Result: 0 (no interaction). (4) The miRNA is hsa-miR-18a-3p with sequence ACUGCCCUAAGUGCUCCUUCUGG. The protein sequence of the target gene is MQGLLFSTLLLAGLAQFCCRVQGTGPLDTTPEGRPGEVSDAPQRKQFCHWPCKCPQQKPRCPPGVSLVRDGCGCCKICAKQPGEICNEADLCDPHKGLYCDYSVDRPRYETGVCAYLVAVGCEFNQVHYHNGQVFQPNPLFSCLCVSGAIGCTPLFIPKLAGSHCSGAKGGKKSDQSNCSLEPLLQQLSTSYKTMPAYRNLPLIWKKKCLVQATKWTPCSRTCGMGISNRVTNENSNCEMRKEKRLCYIQPCDSNILKTIKIPKGKTCQPTFQLSKAEKFVFSGCSSTQSYKPTFCGICL.... Result: 1 (interaction). (5) The miRNA is hsa-miR-302e with sequence UAAGUGCUUCCAUGCUU. The protein sequence of the target gene is MATVVVEATEPEPSGSIANPAASTSPSLSHRFLDSKFYLLVVVGEIVTEEHLRRAIGNIELGIRSWDTNLIECNLDQELKLFVSRHSARFSPEVPGQKILHHRSDVLETVVLINPSDEAVSTEVRLMITDAARHKLLVLTGQCFENTGELILQSGSFSFQNFIEIFTDQEIGELLSTTHPANKASLTLFCPEEGDWKNSNLDRHNLQDFINIKLNSASILPEMEGLSEFTEYLSESVEVPSPFDILEPPTSGGFLKLSKPCCYIFPGGRGDSALFAVNGFNMLINGGSERKSCFWKLIRH.... Result: 1 (interaction). (6) The protein sequence of the target gene is MENFVLYEEIGRGSRTVVYKGRRKGTINFVAILCTEKCKRPEITNWVRLTHEIKHKNIVTFHEWYETSNHLWLVVELCTGGSLETVIAQDENLPEDVVREFGVDLVTGLHHLHRLGILFCDLSPGKILLEGPGTLKFSNFCLAKVAGESLEEFFALVAAEEGGGDSGENALKKSMKTRVRGSLIYAAPEIVKGTEFSVTSDLWSLGCLLYEMFSGKPPFFSETVSELVEKILYEDPLPPIPKDSSFPKASSDFLNLLDGLLQKDPQKRFSWEGVLQHPFWKDALRGEDSGWASEDSPFSR.... The miRNA is mmu-miR-6934-3p with sequence ACCUCUGCUCCUGCCCCACCAG. Result: 0 (no interaction). (7) The miRNA is hsa-miR-6752-5p with sequence GGGGGGUGUGGAGCCAGGGGGC. The protein sequence of the target gene is MGQKVTGGIKTVDMRDPTYRPLKQELQGLDYCKPTRLDLLLDMPPVSYDVQLLHSWNNNDRSLNVFVKEDDKLIFHRHPVAQSTDAIRGKVGYTRGLHVWQITWAMRQRGTHAVVGVATADAPLHSVGYTTLVGNNHESWGWDLGRNRLYHDGKNQPSKTYPAFLEPDETFIVPDSFLVALDMDDGTLSFIVDGQYMGVAFRGLKGKKLYPVVSAVWGHCEIRMRYLNGLDPEPLPLMDLCRRSVRLALGRERLGEIHTLPLPASLKAYLLYQ. Result: 1 (interaction). (8) The miRNA is hsa-miR-8089 with sequence CCUGGGGACAGGGGAUUGGGGCAG. The protein sequence of the target gene is MTTQLGPALVLGVALCLGCGQPLPQVPERPFSVLWNVPSAHCEARFGVHLPLNALGIIANRGQHFHGQNMTIFYKNQLGLYPYFGPRGTAHNGGIPQALPLDRHLALAAYQIHHSLRPGFAGPAVLDWEEWCPLWAGNWGRRRAYQAASWAWAQQVFPDLDPQEQLYKAYTGFEQAARALMEDTLRVAQALRPHGLWGFYHYPACGNGWHSMASNYTGRCHAATLARNTQLHWLWAASSALFPSIYLPPRLPPAHHQAFVRHRLEEAFRVALVGHRHPLPVLAYVRLTHRRSGRFLSQDD.... Result: 0 (no interaction).